Dataset: Full USPTO retrosynthesis dataset with 1.9M reactions from patents (1976-2016). Task: Predict the reactants needed to synthesize the given product. (1) Given the product [Cl:49][C:46]1[CH:47]=[N:48][C:14]([N:12]2[CH2:11][CH:10]([NH:9][C:3]3[CH:4]=[CH:5][C:6]([F:8])=[CH:7][C:2]=3[F:1])[CH2:13]2)=[C:40]([CH:45]=1)[C:41]([O:43][CH3:44])=[O:42], predict the reactants needed to synthesize it. The reactants are: [F:1][C:2]1[CH:7]=[C:6]([F:8])[CH:5]=[CH:4][C:3]=1[NH:9][CH:10]1[CH2:13][N:12]([C:14](OC(C)(C)C)=O)[CH2:11]1.FC(F)(F)C(O)=O.ClCCl.C(N(CC)CC)C.ClC1[N:48]=[CH:47][C:46]([Cl:49])=[CH:45][C:40]=1[C:41]([O:43][CH3:44])=[O:42]. (2) Given the product [I:18][C:6]1[C:5](=[O:19])[C:4]2[CH:3]=[CH:2][N:24]3[C:38](=[O:49])[N:39]([CH2:41][O:42][CH2:43][CH2:44][Si:45]([CH3:48])([CH3:47])[CH3:46])[N:40]=[C:10]3[C:9]=2[O:8][C:7]=1[C:12]1[CH:13]=[CH:14][CH:15]=[CH:16][CH:17]=1, predict the reactants needed to synthesize it. The reactants are: F[C:2]1[CH:3]=[C:4]2[C:9](=[CH:10]C=1)[O:8][C:7]([C:12]1[CH:17]=[CH:16][CH:15]=[CH:14][CH:13]=1)=[C:6]([I:18])[C:5]2=[O:19].COC1C2[N:24]([C:38](=[O:49])[N:39]([CH2:41][O:42][CH2:43][CH2:44][Si:45]([CH3:48])([CH3:47])[CH3:46])[N:40]=2)C=CC=1C(=O)C#CC1C=CC=CC=1.